This data is from Full USPTO retrosynthesis dataset with 1.9M reactions from patents (1976-2016). The task is: Predict the reactants needed to synthesize the given product. (1) Given the product [F:1][C:2]1[CH:7]=[CH:6][C:5]([C:8]2[C:17]3[C:12](=[CH:13][C:14]([NH2:18])=[CH:15][CH:16]=3)[O:11][C:10]([CH3:27])([CH3:26])[CH:9]=2)=[CH:4][CH:3]=1, predict the reactants needed to synthesize it. The reactants are: [F:1][C:2]1[CH:7]=[CH:6][C:5]([C:8]2[C:17]3[C:12](=[CH:13][C:14]([NH:18]C(=O)OC(C)(C)C)=[CH:15][CH:16]=3)[O:11][C:10]([CH3:27])([CH3:26])[CH:9]=2)=[CH:4][CH:3]=1. (2) The reactants are: [Cl:1][C:2]1[S:6][C:5]([C:7](O)=[O:8])=[CH:4][C:3]=1[N:10]1[C:19](=[O:20])[C:18]2[C:13](=[CH:14][CH:15]=[CH:16][C:17]=2[CH:21]=[O:22])[NH:12][C:11]1=[O:23].C(Cl)(=O)C(Cl)=O.[CH3:30][NH:31][CH:32]1[CH2:37][CH2:36][CH2:35][CH2:34][CH2:33]1.N1C=CC=CC=1. Given the product [Cl:1][C:2]1[S:6][C:5]([C:7]([N:31]([CH:32]2[CH2:37][CH2:36][CH2:35][CH2:34][CH2:33]2)[CH3:30])=[O:8])=[CH:4][C:3]=1[N:10]1[C:19](=[O:20])[C:18]2[C:13](=[CH:14][CH:15]=[CH:16][C:17]=2[CH:21]=[O:22])[NH:12][C:11]1=[O:23], predict the reactants needed to synthesize it.